This data is from Full USPTO retrosynthesis dataset with 1.9M reactions from patents (1976-2016). The task is: Predict the reactants needed to synthesize the given product. The reactants are: C(=O)(O)[O-].[Na+].[C:17]([O:16][C:14](O[C:14]([O:16][C:17]([CH3:20])([CH3:19])[CH3:18])=[O:15])=[O:15])([CH3:20])([CH3:19])[CH3:18].Cl.[OH:22][CH2:23][CH2:24][O:25][C:26]1[S:27][CH:28]=[C:29]([C:31]([NH2:33])=[NH:32])[N:30]=1. Given the product [C:17]([O:16][C:14](=[O:15])[NH:33][C:31]([C:29]1[N:30]=[C:26]([O:25][CH2:24][CH2:23][OH:22])[S:27][CH:28]=1)=[NH:32])([CH3:18])([CH3:19])[CH3:20], predict the reactants needed to synthesize it.